Dataset: NCI-60 drug combinations with 297,098 pairs across 59 cell lines. Task: Regression. Given two drug SMILES strings and cell line genomic features, predict the synergy score measuring deviation from expected non-interaction effect. (1) Drug 1: C1C(C(OC1N2C=C(C(=O)NC2=O)F)CO)O. Drug 2: CC1=C(C(=O)C2=C(C1=O)N3CC4C(C3(C2COC(=O)N)OC)N4)N. Synergy scores: CSS=44.9, Synergy_ZIP=-6.81, Synergy_Bliss=-5.37, Synergy_Loewe=-3.27, Synergy_HSA=-0.794. Cell line: SN12C. (2) Drug 1: C1CN1C2=NC(=NC(=N2)N3CC3)N4CC4. Drug 2: CC(C)CN1C=NC2=C1C3=CC=CC=C3N=C2N. Cell line: MOLT-4. Synergy scores: CSS=76.0, Synergy_ZIP=5.20, Synergy_Bliss=5.11, Synergy_Loewe=-0.423, Synergy_HSA=5.05. (3) Cell line: SW-620. Synergy scores: CSS=55.8, Synergy_ZIP=-0.258, Synergy_Bliss=-1.55, Synergy_Loewe=-14.3, Synergy_HSA=-2.16. Drug 2: C1=NC2=C(N1)C(=S)N=C(N2)N. Drug 1: CCC1=CC2CC(C3=C(CN(C2)C1)C4=CC=CC=C4N3)(C5=C(C=C6C(=C5)C78CCN9C7C(C=CC9)(C(C(C8N6C)(C(=O)OC)O)OC(=O)C)CC)OC)C(=O)OC.C(C(C(=O)O)O)(C(=O)O)O. (4) Drug 1: CN1C2=C(C=C(C=C2)N(CCCl)CCCl)N=C1CCCC(=O)O.Cl. Drug 2: C1=NC2=C(N=C(N=C2N1C3C(C(C(O3)CO)O)F)Cl)N. Cell line: NCIH23. Synergy scores: CSS=18.9, Synergy_ZIP=-6.41, Synergy_Bliss=-6.23, Synergy_Loewe=-39.3, Synergy_HSA=-6.26. (5) Drug 1: C1CCC(CC1)NC(=O)N(CCCl)N=O. Drug 2: COCCOC1=C(C=C2C(=C1)C(=NC=N2)NC3=CC=CC(=C3)C#C)OCCOC.Cl. Cell line: HL-60(TB). Synergy scores: CSS=31.5, Synergy_ZIP=4.96, Synergy_Bliss=4.16, Synergy_Loewe=1.32, Synergy_HSA=4.60.